This data is from Forward reaction prediction with 1.9M reactions from USPTO patents (1976-2016). The task is: Predict the product of the given reaction. Given the reactants [CH2:1]([C:3]1[C:4]([C:14]([OH:16])=O)=[N:5][O:6][C:7]=1[C:8]1[CH:13]=[CH:12][CH:11]=[CH:10][N:9]=1)[CH3:2].[Na].C1C=CC2N(O)N=NC=2C=1.C(N(C(C)C)CC)(C)C.C(Cl)CCl.O[N:42]=[C:43]([C:45]1[CH:62]=[CH:61][C:48]([CH2:49][N:50]2[CH2:53][CH:52]([C:54]([O:56][C:57]([CH3:60])([CH3:59])[CH3:58])=[O:55])[CH2:51]2)=[CH:47][CH:46]=1)[NH2:44].N1C=CC=CC=1C1C(C(F)(F)F)=C(C2ON=C(C3C=CC(CN4CC(C(O)=O)C4)=CC=3)N=2)ON=1, predict the reaction product. The product is: [CH2:1]([C:3]1[C:4]([C:14]2[O:16][N:44]=[C:43]([C:45]3[CH:46]=[CH:47][C:48]([CH2:49][N:50]4[CH2:51][CH:52]([C:54]([O:56][C:57]([CH3:58])([CH3:60])[CH3:59])=[O:55])[CH2:53]4)=[CH:61][CH:62]=3)[N:42]=2)=[N:5][O:6][C:7]=1[C:8]1[CH:13]=[CH:12][CH:11]=[CH:10][N:9]=1)[CH3:2].